From a dataset of Full USPTO retrosynthesis dataset with 1.9M reactions from patents (1976-2016). Predict the reactants needed to synthesize the given product. (1) Given the product [CH3:30][C:2]1([CH3:1])[CH2:7][O:6][C:5]2([CH2:8][C:9]([CH3:28])([CH3:29])[N:10]([O:15][CH:16]([C:18]3[CH:19]=[CH:20][C:21]([OH:24])=[CH:22][CH:23]=3)[CH3:17])[C:11]([CH3:14])([CH3:13])[CH2:12]2)[O:4][CH2:3]1, predict the reactants needed to synthesize it. The reactants are: [CH3:1][C:2]1([CH3:30])[CH2:7][O:6][C:5]2([CH2:12][C:11]([CH3:14])([CH3:13])[N:10]([O:15][CH:16]([C:18]3[CH:23]=[CH:22][C:21]([O:24]C(=O)C)=[CH:20][CH:19]=3)[CH3:17])[C:9]([CH3:29])([CH3:28])[CH2:8]2)[O:4][CH2:3]1.C(=O)([O-])[O-].[K+].[K+].Cl. (2) Given the product [C:26]([O:30][C:31]([NH:33][C:34]1[O:42][C:41]2[C:36](=[N:37][CH:38]=[C:39]([CH:43]3[CH2:44][CH2:45][O:46][CH2:47][CH2:48]3)[CH:40]=2)[C:35]=1[C:49]([NH:1][C:2]1[CH:3]=[N:4][CH:5]=[CH:6][C:7]=1[N:8]1[CH2:13][C@H:12]([C:14]([F:16])([F:15])[F:17])[CH2:11][C@H:10]([NH:18][C:19](=[O:25])[O:20][C:21]([CH3:22])([CH3:24])[CH3:23])[CH2:9]1)=[O:50])=[O:32])([CH3:29])([CH3:27])[CH3:28], predict the reactants needed to synthesize it. The reactants are: [NH2:1][C:2]1[CH:3]=[N:4][CH:5]=[CH:6][C:7]=1[N:8]1[CH2:13][C@H:12]([C:14]([F:17])([F:16])[F:15])[CH2:11][C@H:10]([NH:18][C:19](=[O:25])[O:20][C:21]([CH3:24])([CH3:23])[CH3:22])[CH2:9]1.[C:26]([O:30][C:31]([NH:33][C:34]1[O:42][C:41]2[C:36](=[N:37][CH:38]=[C:39]([CH:43]3[CH2:48][CH2:47][O:46][CH2:45][CH2:44]3)[CH:40]=2)[C:35]=1[C:49](O)=[O:50])=[O:32])([CH3:29])([CH3:28])[CH3:27].CN(C(ON1N=NC2C=CC=NC1=2)=[N+](C)C)C.F[P-](F)(F)(F)(F)F.CCN(C(C)C)C(C)C. (3) The reactants are: C1N=CN(C(N2C=NC=C2)=O)C=1.[CH2:13]([N:15]1[C:23]2[C:18](=[CH:19][C:20]([C:24]([OH:26])=O)=[CH:21][CH:22]=2)[C:17]([CH3:27])=[N:16]1)[CH3:14].[CH2:28]([O:30][C:31](=[O:36])[CH2:32]C(O)=O)[CH3:29].C(N(CC)CC)C.[Mg+2].[Cl-].[Cl-].C(OC(=O)CC([O-])=O)C.[K+]. Given the product [CH2:13]([N:15]1[C:23]2[C:18](=[CH:19][C:20]([C:24](=[O:26])[CH2:32][C:31]([O:30][CH2:28][CH3:29])=[O:36])=[CH:21][CH:22]=2)[C:17]([CH3:27])=[N:16]1)[CH3:14], predict the reactants needed to synthesize it. (4) The reactants are: [CH3:1][C@@H:2]([CH2:5][C@@H:6]([CH3:11])[CH2:7][CH:8]([CH3:10])[CH3:9])[CH2:3]O.C1(P(C2C=CC=CC=2)C2C=CC=CC=2)C=CC=CC=1.[Br:31]N1C(=O)CCC1=O. Given the product [Br:31][CH2:3][C@@H:2]([CH3:1])[CH2:5][C@@H:6]([CH3:11])[CH2:7][CH:8]([CH3:10])[CH3:9], predict the reactants needed to synthesize it. (5) Given the product [C:1]([O:4][CH2:5][C:6]1[C:11]2[C:12]([O:15][CH3:16])=[N:13][NH:14][C:10]=2[C:9]([F:30])=[C:8]([NH:17][C:18]([NH:20][C@@H:21]([C:23]2[CH:24]=[CH:25][CH:26]=[CH:27][CH:28]=2)[CH3:22])=[O:19])[N:7]=1)(=[O:3])[CH3:2], predict the reactants needed to synthesize it. The reactants are: [C:1]([O:4][CH2:5][C:6]1[C:11]2[C:12]([O:15][CH3:16])=[N:13][NH:14][C:10]=2[CH:9]=[C:8]([NH:17][C:18]([NH:20][C@@H:21]([C:23]2[CH:28]=[CH:27][CH:26]=[CH:25][CH:24]=2)[CH3:22])=[O:19])[N:7]=1)(=[O:3])[CH3:2].[B-](F)(F)(F)[F:30].[B-](F)(F)(F)F.C1[N+]2(CCl)CC[N+](F)(CC2)C1.C(O)(C(F)(F)F)=O.